This data is from Forward reaction prediction with 1.9M reactions from USPTO patents (1976-2016). The task is: Predict the product of the given reaction. (1) The product is: [CH3:1][Si:2]([CH3:22])([CH3:21])[CH:3]1[CH2:12][CH2:11][C:10]2[N:9]=[C:8]3[S:13][C:14]([C:16]([NH2:23])=[O:17])=[CH:15][C:7]3=[CH:6][C:5]=2[CH2:4]1. Given the reactants [CH3:1][Si:2]([CH3:22])([CH3:21])[CH:3]1[CH2:12][CH2:11][C:10]2[N:9]=[C:8]3[S:13][C:14]([C:16](OCC)=[O:17])=[CH:15][C:7]3=[CH:6][C:5]=2[CH2:4]1.[NH3:23], predict the reaction product. (2) Given the reactants [Cl:1][C:2]1[C:3]([F:21])=[C:4]([C:14]2[N:19]=[CH:18][N:17]=[C:16]([OH:20])[CH:15]=2)[C:5]([N:8]2[CH:12]=[C:11]([Cl:13])[N:10]=[N:9]2)=[CH:6][CH:7]=1.CN(C(ON1N=NC2C=CC=NC1=2)=[N+](C)C)C.F[P-](F)(F)(F)(F)F.C1CCN2C(=NCCC2)CC1.N[C@@H:58]1[C:74]2[CH:75]=[C:70]([CH:71]=[CH:72][CH:73]=2)[C:69]2[N:68](COCC[Si](C)(C)C)[N:67]=[CH:66][C:65]=2[NH:64][C:63](=[O:84])[C@H:62]([CH3:85])[CH2:61][CH2:60][CH2:59]1.N[C@@H]1C2C=C(C=CC=2)C2NN=CC=2NC(=O)[C@H](C)CCC1, predict the reaction product. The product is: [Cl:1][C:2]1[C:3]([F:21])=[C:4]([C:14]2[N:19]=[CH:18][N:17]([C@@H:58]3[C:74]4[CH:75]=[C:70]([CH:71]=[CH:72][CH:73]=4)[C:69]4[NH:68][N:67]=[CH:66][C:65]=4[NH:64][C:63](=[O:84])[C@H:62]([CH3:85])[CH2:61][CH2:60][CH2:59]3)[C:16](=[O:20])[CH:15]=2)[C:5]([N:8]2[CH:12]=[C:11]([Cl:13])[N:10]=[N:9]2)=[CH:6][CH:7]=1. (3) Given the reactants [C:1]([CH:5]([NH:12][NH:13][C:14](=[O:23])[C:15]1[CH:20]=[CH:19][C:18]([CH2:21][CH3:22])=[CH:17][CH:16]=1)[CH2:6][CH2:7][CH2:8][CH2:9][CH2:10][CH3:11])([CH3:4])([CH3:3])[CH3:2].C[N:25]1CCO[CH2:27][CH2:26]1.[CH2:31](O)[C:32](N)([CH2:35][OH:36])[CH2:33][OH:34].[CH2:39](Cl)Cl, predict the reaction product. The product is: [C:1]([CH:5]([N:12]([C:33](=[O:34])[C:32]1[CH:31]=[CH:27][CH:26]=[N:25][C:35]=1[O:36][CH3:39])[NH:13][C:14](=[O:23])[C:15]1[CH:20]=[CH:19][C:18]([CH2:21][CH3:22])=[CH:17][CH:16]=1)[CH2:6][CH2:7][CH2:8][CH2:9][CH2:10][CH3:11])([CH3:2])([CH3:3])[CH3:4]. (4) Given the reactants C1C=CC(P(C2C=CC=CC=2)C2C=CC=CC=2)=CC=1.[CH3:20][C:21]1[C:25](B2OC(C)(C)C(C)(C)O2)=[C:24]([CH3:35])[O:23][N:22]=1.I[C:37]1[CH:38]=[C:39]([CH:41]=[CH:42][C:43]=1[O:44][CH3:45])[NH2:40].C([O-])([O-])=O.[Cs+].[Cs+], predict the reaction product. The product is: [CH3:20][C:21]1[C:25]([C:37]2[CH:38]=[C:39]([CH:41]=[CH:42][C:43]=2[O:44][CH3:45])[NH2:40])=[C:24]([CH3:35])[O:23][N:22]=1.